Dataset: Reaction yield outcomes from USPTO patents with 853,638 reactions. Task: Predict the reaction yield, written as a fraction of the theoretical maximum amount of product (1.0 means a 100% yield; for example, 0.34 means a 34% yield). (1) The reactants are CC(O[C:5]([CH3:7])=[O:6])=O.[NH2:8][C:9]1[CH:10]=[C:11]2[C:15](=[CH:16][CH:17]=1)[CH2:14][CH2:13][CH2:12]2. The catalyst is O1CCOCC1.O. The product is [CH2:14]1[C:15]2[C:11](=[CH:10][C:9]([NH:8][C:5](=[O:6])[CH3:7])=[CH:17][CH:16]=2)[CH2:12][CH2:13]1. The yield is 0.950. (2) The reactants are C(OC([NH:8][C@@H:9]1[CH2:14][C@H:13]([NH:15]C(OC(C)(C)C)=O)[CH2:12][N:11]([C:23]2[C:32]([N:33]3[CH2:38][C@@H:37]([NH:39]C(OC(C)(C)C)=O)[CH2:36][C@@H:35]([NH:47]C(OC(C)(C)C)=O)[CH2:34]3)=[N:31][C:30]3[C:25](=[CH:26][CH:27]=[C:28]([NH:55][C:56]([C:58]4[CH:63]=[CH:62][C:61]([NH:64][C:65]([C:67]5[CH:76]=[CH:75][C:74]6[C:69](=[CH:70][CH:71]=[CH:72][CH:73]=6)[C:68]=5[OH:77])=[O:66])=[CH:60][CH:59]=4)=[O:57])[CH:29]=3)[N:24]=2)[CH2:10]1)=O)(C)(C)C.Cl. The catalyst is C(O)(C(F)(F)F)=O.CO. The product is [NH2:15][C@@H:13]1[CH2:14][C@H:9]([NH2:8])[CH2:10][N:11]([C:23]2[C:32]([N:33]3[CH2:34][C@@H:35]([NH2:47])[CH2:36][C@@H:37]([NH2:39])[CH2:38]3)=[N:31][C:30]3[C:25](=[CH:26][CH:27]=[C:28]([NH:55][C:56]([C:58]4[CH:63]=[CH:62][C:61]([NH:64][C:65]([C:67]5[CH:76]=[CH:75][C:74]6[C:69](=[CH:70][CH:71]=[CH:72][CH:73]=6)[C:68]=5[OH:77])=[O:66])=[CH:60][CH:59]=4)=[O:57])[CH:29]=3)[N:24]=2)[CH2:12]1. The yield is 0.787. (3) The reactants are [C:1]([C:5]1[CH:6]=[C:7]([NH:11]/[C:12](/SC)=[N:13]/[C:14]#[N:15])[CH:8]=[CH:9][CH:10]=1)([CH3:4])([CH3:3])[CH3:2].[NH2:18][NH2:19]. The catalyst is C(O)C. The product is [C:1]([C:5]1[CH:6]=[C:7]([NH:11][C:12]2[N:13]=[C:14]([NH2:15])[NH:19][N:18]=2)[CH:8]=[CH:9][CH:10]=1)([CH3:4])([CH3:3])[CH3:2]. The yield is 0.460. (4) The reactants are ClC(Cl)C.CN([CH:8]=[O:9])C.P(Cl)(Cl)(Cl)=O.[CH:15]1[C:16]([C:24]([O:26][CH3:27])=[O:25])=[CH:17][N:18]2[C:23]=1[CH2:22][CH2:21][CH2:20][CH2:19]2. The catalyst is C(#N)C. The product is [CH:8]([C:17]1[N:18]2[C:23]([CH2:22][CH2:21][CH2:20][CH2:19]2)=[CH:15][C:16]=1[C:24]([O:26][CH3:27])=[O:25])=[O:9]. The yield is 0.580. (5) The reactants are [K].[O-:2][C:3]([CH:5]([CH:7]([C:9]([OH:11])=[O:10])[OH:8])[OH:6])=[O:4].[Cl-].[Mg+2:13].[Cl-].[OH-].[Mg+2].[OH-]. The catalyst is O. The product is [C:3]([CH:5]([CH:7]([C:9]([O-:11])=[O:10])[OH:8])[OH:6])([O-:4])=[O:2].[Mg+2:13]. The yield is 0.00460. (6) The reactants are [Cl:1][C:2]1[CH:3]=[C:4]([C:17]([N:19]2[CH2:24][CH2:23][CH2:22][CH:21]([CH3:25])[CH2:20]2)=[O:18])[CH:5]=[N:6][C:7]=1[NH:8][C:9]1[CH:10]=[N:11][C:12]([O:15]C)=[CH:13][CH:14]=1.ClC1C(Cl)=NC=C(C=1)C(O)=O.CC1CCCNC1.NC1C=NC(OC)=CC=1.I[Si](C)(C)C. The catalyst is ClCCCl. The product is [Cl:1][C:2]1[C:7]([NH:8][C:9]2[CH:14]=[CH:13][C:12](=[O:15])[NH:11][CH:10]=2)=[N:6][CH:5]=[C:4]([C:17]([N:19]2[CH2:24][CH2:23][CH2:22][CH:21]([CH3:25])[CH2:20]2)=[O:18])[CH:3]=1. The yield is 0.850. (7) The catalyst is CN1CCCC1=O. The product is [CH:18]1([C:16]([NH:15][C:13]2[N:14]=[C:9]3[CH:8]=[CH:7][C:6]([O:5][C:4]4[CH:3]=[C:2]([NH:1][C:31](=[O:32])[C:28]5[CH:29]=[CH:30][N:25]=[CH:26][CH:27]=5)[CH:23]=[CH:22][CH:21]=4)=[N:11][N:10]3[CH:12]=2)=[O:17])[CH2:20][CH2:19]1. The yield is 0.780. The reactants are [NH2:1][C:2]1[CH:3]=[C:4]([CH:21]=[CH:22][CH:23]=1)[O:5][C:6]1[CH:7]=[CH:8][C:9]2[N:10]([CH:12]=[C:13]([NH:15][C:16]([CH:18]3[CH2:20][CH2:19]3)=[O:17])[N:14]=2)[N:11]=1.Cl.[N:25]1[CH:30]=[CH:29][C:28]([C:31](Cl)=[O:32])=[CH:27][CH:26]=1.